Dataset: Catalyst prediction with 721,799 reactions and 888 catalyst types from USPTO. Task: Predict which catalyst facilitates the given reaction. (1) Reactant: CCN(C(C)C)C(C)C.Cl[C:11]1[NH:12][C:13](=[O:21])[C:14]2[CH:19]=[N:18][N:17]([CH3:20])[C:15]=2[N:16]=1.[CH3:22][N:23]1[C:27]([CH2:28][N:29]2[CH2:34][CH2:33][NH:32][CH2:31][CH2:30]2)=[CH:26][CH:25]=[N:24]1. Product: [CH3:20][N:17]1[C:15]2[N:16]=[C:11]([N:32]3[CH2:33][CH2:34][N:29]([CH2:28][C:27]4[N:23]([CH3:22])[N:24]=[CH:25][CH:26]=4)[CH2:30][CH2:31]3)[NH:12][C:13](=[O:21])[C:14]=2[CH:19]=[N:18]1. The catalyst class is: 14. (2) Reactant: [F:1][C:2]1[CH:7]=[C:6]([OH:8])[CH:5]=[CH:4][C:3]=1[NH:9][C:10](=[O:19])[O:11][CH2:12][C:13]1[CH:18]=[CH:17][CH:16]=[CH:15][CH:14]=1.C(=O)([O-])[O-].[Cs+].[Cs+].Cl[C:27]1[CH:28]=[CH:29][C:30]([N+:33]([O-:35])=[O:34])=[N:31][CH:32]=1.O. Product: [F:1][C:2]1[CH:7]=[C:6]([O:8][C:27]2[CH:32]=[N:31][C:30]([N+:33]([O-:35])=[O:34])=[CH:29][CH:28]=2)[CH:5]=[CH:4][C:3]=1[NH:9][C:10](=[O:19])[O:11][CH2:12][C:13]1[CH:14]=[CH:15][CH:16]=[CH:17][CH:18]=1. The catalyst class is: 16. (3) Reactant: [CH2:1]([O:8][C:9]([N:11]1[CH2:16][CH2:15][CH:14]([N:17]([C:27]2[CH:32]=[CH:31][C:30]([CH2:33][NH2:34])=[CH:29][CH:28]=2)[CH2:18][C:19]2[CH:24]=[CH:23][CH:22]=[C:21]([C:25]#[N:26])[CH:20]=2)[CH2:13][CH2:12]1)=[O:10])[C:2]1[CH:7]=[CH:6][CH:5]=[CH:4][CH:3]=1.CCN(CC)CC.[C:42](OC(=O)C)(=[O:44])[CH3:43]. Product: [CH2:1]([O:8][C:9]([N:11]1[CH2:16][CH2:15][CH:14]([N:17]([C:27]2[CH:32]=[CH:31][C:30]([CH2:33][NH:34][C:42](=[O:44])[CH3:43])=[CH:29][CH:28]=2)[CH2:18][C:19]2[CH:24]=[CH:23][CH:22]=[C:21]([C:25]#[N:26])[CH:20]=2)[CH2:13][CH2:12]1)=[O:10])[C:2]1[CH:7]=[CH:6][CH:5]=[CH:4][CH:3]=1. The catalyst class is: 2.